From a dataset of Forward reaction prediction with 1.9M reactions from USPTO patents (1976-2016). Predict the product of the given reaction. (1) Given the reactants Cl[C:2]1[N:7]=[C:6]([CH3:8])[C:5]([N+:9]([O-])=O)=[CH:4][CH:3]=1.[NH:12]1[CH2:16][CH2:15][CH:14]([OH:17])[CH2:13]1, predict the reaction product. The product is: [NH2:9][C:5]1[CH:4]=[CH:3][C:2]([N:12]2[CH2:16][CH2:15][CH:14]([OH:17])[CH2:13]2)=[N:7][C:6]=1[CH3:8]. (2) Given the reactants [CH:1](=O)[C:2]1[CH:7]=[CH:6][CH:5]=[CH:4][CH:3]=1.C(=O)(O)O.[NH2:13][C:14]([NH2:16])=[NH:15].[C:17]([CH2:19][C:20](OCC)=[O:21])#[N:18].C([O-])(=O)C.[Na+], predict the reaction product. The product is: [NH2:15][C:14]1[NH:16][C:20](=[O:21])[C:19]([C:17]#[N:18])=[C:1]([C:2]2[CH:7]=[CH:6][CH:5]=[CH:4][CH:3]=2)[N:13]=1. (3) Given the reactants [Br:1][C:2]1[CH:7]=[CH:6][C:5]([NH:8][C:9]2[N:17]=[C:16](Cl)[CH:15]=[CH:14][C:10]=2[C:11]([OH:13])=[O:12])=[C:4]([F:19])[CH:3]=1.BrC1C=CC(N)=C(F)C=1.C[Si]([N-][Si](C)(C)C)(C)C.[Li+].ClC1N=C(Cl)C=CC=1C(O)=[O:43], predict the reaction product. The product is: [Br:1][C:2]1[CH:7]=[CH:6][C:5]([NH:8][C:9]2[NH:17][C:16](=[O:43])[CH:15]=[CH:14][C:10]=2[C:11]([OH:13])=[O:12])=[C:4]([F:19])[CH:3]=1. (4) Given the reactants C[C@H]1O[C@H](O[C@H]2[C@H](O)[C@@H](O)[C@@H](O[C@H]3[C@H](O)[C@@H](O)[C@H](O)O[C@@H]3CO)O[C@@H]2CO)[C@H](O)[C@@H](O)[C@@H]1[NH:33][C@@H:34]1[C@H:39]([OH:40])[C@@H:38]([OH:41])[C@H:37]([OH:42])[C:36]([CH2:43][OH:44])=[CH:35]1.C(O)(C(F)(F)F)=O, predict the reaction product. The product is: [CH:35]1[C@H:34]([NH2:33])[C@H:39]([OH:40])[C@@H:38]([OH:41])[C@H:37]([OH:42])[C:36]=1[CH2:43][OH:44]. (5) The product is: [CH3:28][N:27]([CH3:29])[C:25]([C:19]1[N:20]=[CH:21][C:22]([O:12][C:9]2[C:10]3[C:5]([CH:6]=[C:7]([C:13]([O:15][CH3:16])=[O:14])[CH:8]=2)=[N:4][N:3]([CH2:1][CH3:2])[CH:11]=3)=[CH:23][C:18]=1[F:17])=[O:26]. Given the reactants [CH2:1]([N:3]1[CH:11]=[C:10]2[C:5]([CH:6]=[C:7]([C:13]([O:15][CH3:16])=[O:14])[CH:8]=[C:9]2[OH:12])=[N:4]1)[CH3:2].[F:17][C:18]1[C:19]([C:25]([N:27]([CH3:29])[CH3:28])=[O:26])=[N:20][CH:21]=[C:22](F)[CH:23]=1, predict the reaction product.